This data is from Catalyst prediction with 721,799 reactions and 888 catalyst types from USPTO. The task is: Predict which catalyst facilitates the given reaction. Product: [CH3:9][C:8]([CH3:11])([CH3:10])[C:7]([NH:6][C:5]1[C:4]([F:15])=[CH:3][C:2]([Cl:1])=[CH:14][C:13]=1[C:23](=[O:24])[C:22]([F:29])([F:28])[F:21])=[O:12]. Reactant: [Cl:1][C:2]1[CH:14]=[CH:13][C:5]([NH:6][C:7](=[O:12])[C:8]([CH3:11])([CH3:10])[CH3:9])=[C:4]([F:15])[CH:3]=1.[Li]C(C)(C)C.[F:21][C:22]([F:29])([F:28])[C:23](OCC)=[O:24]. The catalyst class is: 773.